This data is from Peptide-MHC class I binding affinity with 185,985 pairs from IEDB/IMGT. The task is: Regression. Given a peptide amino acid sequence and an MHC pseudo amino acid sequence, predict their binding affinity value. This is MHC class I binding data. (1) The peptide sequence is VTGILQLPR. The MHC is HLA-A11:01 with pseudo-sequence HLA-A11:01. The binding affinity (normalized) is 0.456. (2) The peptide sequence is SQCQAIHNV. The MHC is HLA-A02:06 with pseudo-sequence HLA-A02:06. The binding affinity (normalized) is 0.549. (3) The peptide sequence is YTAVVPLVY. The MHC is HLA-A02:01 with pseudo-sequence HLA-A02:01. The binding affinity (normalized) is 0.107. (4) The peptide sequence is SLLRSTSQK. The MHC is HLA-A33:01 with pseudo-sequence HLA-A33:01. The binding affinity (normalized) is 0.113. (5) The peptide sequence is WSQNPTMLY. The MHC is HLA-A03:01 with pseudo-sequence HLA-A03:01. The binding affinity (normalized) is 0.0847. (6) The peptide sequence is NQECWDSVF. The MHC is HLA-B15:09 with pseudo-sequence HLA-B15:09. The binding affinity (normalized) is 0.276. (7) The peptide sequence is SLETENSAL. The MHC is HLA-A02:06 with pseudo-sequence HLA-A02:06. The binding affinity (normalized) is 0.159.